This data is from Forward reaction prediction with 1.9M reactions from USPTO patents (1976-2016). The task is: Predict the product of the given reaction. (1) Given the reactants CCC(C1NC(=O)CNC(=O)C2NC(C(C(C(O)CO)C)NC(C3N(C(C(CC(N)=O)NC(=O)C(CS(C4NC5C=C(OC)C=CC=5C=4C2)=O)NC(=O)CNC1=O)=O)CC(O)C3)=O)=O)C.[I:66]N1C(=O)CCC1=O.[Br:74][C:75]1[C:76]([OH:81])=[N:77][CH:78]=[CH:79][CH:80]=1, predict the reaction product. The product is: [OH:81][C:76]1[C:75]([Br:74])=[CH:80][C:79]([I:66])=[CH:78][N:77]=1. (2) The product is: [CH2:16]([N:4]1[C:5](=[O:12])[C:6]2[C:11](=[CH:10][CH:9]=[CH:8][CH:7]=2)[N:2]([CH3:1])[C:3]1=[O:13])[CH:15]=[CH2:14]. Given the reactants [CH3:1][N:2]1[C:11]2[C:6](=[CH:7][CH:8]=[CH:9][CH:10]=2)[C:5](=[O:12])[NH:4][C:3]1=[O:13].[CH2:14](Br)[CH:15]=[CH2:16], predict the reaction product. (3) Given the reactants [Cl:1][C:2]1[CH:7]=[CH:6][C:5]([CH:8]([C:12]2[CH:17]=[CH:16][C:15]([Cl:18])=[CH:14][CH:13]=2)[C:9](O)=[O:10])=[CH:4][CH:3]=1.[CH3:19][NH:20][CH3:21], predict the reaction product. The product is: [Cl:1][C:2]1[CH:7]=[CH:6][C:5]([CH:8]([C:12]2[CH:17]=[CH:16][C:15]([Cl:18])=[CH:14][CH:13]=2)[C:9]([N:20]([CH3:21])[CH3:19])=[O:10])=[CH:4][CH:3]=1. (4) The product is: [C:1]([O:5][C:6]1[CH:11]=[CH:10][C:9]([C@H:12]([C:14]2[C:15]([CH:35]([CH3:37])[CH3:36])=[N:16][C:17]3[CH2:18][C:19]([CH3:34])([CH3:33])[CH2:20][C@H:21]([O:25][Si:26]([C:29]([CH3:32])([CH3:31])[CH3:30])([CH3:28])[CH3:27])[C:22]=3[C:23]=2[C:41]2[CH2:42][CH2:43][O:38][CH2:39][CH:40]=2)[OH:13])=[CH:8][CH:7]=1)([CH3:4])([CH3:3])[CH3:2]. Given the reactants [C:1]([O:5][C:6]1[CH:11]=[CH:10][C:9]([C@H:12]([C:14]2[C:15]([CH:35]([CH3:37])[CH3:36])=[N:16][C:17]3[CH2:18][C:19]([CH3:34])([CH3:33])[CH2:20][C@H:21]([O:25][Si:26]([C:29]([CH3:32])([CH3:31])[CH3:30])([CH3:28])[CH3:27])[C:22]=3[C:23]=2I)[OH:13])=[CH:8][CH:7]=1)([CH3:4])([CH3:3])[CH3:2].[O:38]1[CH2:43][CH:42]=[C:41](B2OC(C)(C)C(C)(C)O2)[CH2:40][CH2:39]1.C(=O)([O-])[O-].[Cs+].[Cs+].[F-].[Cs+], predict the reaction product. (5) Given the reactants Br[CH2:2][C:3]1[CH:8]=[C:7]([C:9]([F:12])([F:11])[F:10])[CH:6]=[CH:5][C:4]=1[C:13]1[CH:14]=[C:15]([C:21]2[CH:26]=[CH:25][C:24]([C:27]([O:29][CH3:30])=[O:28])=[CH:23][C:22]=2[CH3:31])[CH:16]=[CH:17][C:18]=1[O:19][CH3:20].[F:32][C:33]([F:53])([F:52])[C:34]1[CH:35]=[C:36]([C@H:44]2[O:49][C:48](=[O:50])[NH:47][C@@H:46]([CH3:51])[CH2:45]2)[CH:37]=[C:38]([C:40]([F:43])([F:42])[F:41])[CH:39]=1.CC(C)([O-])C.[K+], predict the reaction product. The product is: [F:53][C:33]([F:32])([F:52])[C:34]1[CH:35]=[C:36]([C@H:44]2[O:49][C:48](=[O:50])[N:47]([CH2:2][C:3]3[CH:8]=[C:7]([C:9]([F:12])([F:11])[F:10])[CH:6]=[CH:5][C:4]=3[C:13]3[CH:14]=[C:15]([C:21]4[CH:26]=[CH:25][C:24]([C:27]([O:29][CH3:30])=[O:28])=[CH:23][C:22]=4[CH3:31])[CH:16]=[CH:17][C:18]=3[O:19][CH3:20])[C@@H:46]([CH3:51])[CH2:45]2)[CH:37]=[C:38]([C:40]([F:41])([F:42])[F:43])[CH:39]=1. (6) Given the reactants [NH:1]([C:3]1[CH:12]=[CH:11][C:6]([C:7]([O:9][CH3:10])=[O:8])=[CH:5][CH:4]=1)[NH2:2].[C:13]([CH2:19][C:20]#[N:21])(=O)[C:14]([CH3:17])([CH3:16])[CH3:15], predict the reaction product. The product is: [C:14]([C:13]1[CH:19]=[C:20]([NH2:21])[N:1]([C:3]2[CH:4]=[CH:5][C:6]([C:7]([O:9][CH3:10])=[O:8])=[CH:11][CH:12]=2)[N:2]=1)([CH3:17])([CH3:16])[CH3:15]. (7) Given the reactants F[C:2]1[CH:9]=[CH:8][C:5]([C:6]#[N:7])=[CH:4][CH:3]=1.[NH:10]1[CH2:15][CH2:14][CH2:13][CH2:12][CH2:11]1.C(=O)([O-])[O-].[K+].[K+], predict the reaction product. The product is: [N:10]1([C:2]2[CH:9]=[CH:8][C:5]([C:6]#[N:7])=[CH:4][CH:3]=2)[CH2:15][CH2:14][CH2:13][CH2:12][CH2:11]1.